This data is from Catalyst prediction with 721,799 reactions and 888 catalyst types from USPTO. The task is: Predict which catalyst facilitates the given reaction. (1) Reactant: [CH3:1][C:2]1[CH:7]=[CH:6][C:5]([NH2:8])=[C:4]([N+:9]([O-:11])=[O:10])[CH:3]=1.[CH:12](=O)[C:13]1[CH:18]=[CH:17][CH:16]=[CH:15][CH:14]=1.C(O[BH-](OC(=O)C)OC(=O)C)(=O)C.[Na+].C(O)(=O)C. Product: [CH2:12]([NH:8][C:5]1[CH:6]=[CH:7][C:2]([CH3:1])=[CH:3][C:4]=1[N+:9]([O-:11])=[O:10])[C:13]1[CH:18]=[CH:17][CH:16]=[CH:15][CH:14]=1. The catalyst class is: 4. (2) Reactant: [CH3:1][O:2][C:3]1[CH:8]=[CH:7][C:6]([C:9]2[N:10]=[C:11]([CH2:22][C:23]([O:25][CH3:26])=[O:24])[O:12][C:13]=2[C:14]2[CH:19]=[CH:18][C:17]([O:20][CH3:21])=[CH:16][CH:15]=2)=[CH:5][CH:4]=1.[CH2:27]([O:34][C:35]([N:37]([CH2:41][CH2:42]Br)[CH2:38][CH2:39]Br)=[O:36])[C:28]1[CH:33]=[CH:32][CH:31]=[CH:30][CH:29]=1.[H-].[Na+].Cl. Product: [CH2:27]([O:34][C:35]([N:37]1[CH2:41][CH2:42][C:22]([C:11]2[O:12][C:13]([C:14]3[CH:19]=[CH:18][C:17]([O:20][CH3:21])=[CH:16][CH:15]=3)=[C:9]([C:6]3[CH:5]=[CH:4][C:3]([O:2][CH3:1])=[CH:8][CH:7]=3)[N:10]=2)([C:23]([O:25][CH3:26])=[O:24])[CH2:39][CH2:38]1)=[O:36])[C:28]1[CH:33]=[CH:32][CH:31]=[CH:30][CH:29]=1. The catalyst class is: 9. (3) Reactant: [CH2:1]([CH:8]([NH:31][C:32]([C:34]1[CH:43]=[N:42][C:41]2[C:36](=[CH:37][CH:38]=[CH:39][CH:40]=2)[N:35]=1)=[O:33])[CH:9]([O:23][Si](C(C)(C)C)(C)C)[CH2:10][CH:11]([C:18]1[O:19][CH2:20][CH2:21][N:22]=1)[CH2:12][CH2:13][C:14]([F:17])([CH3:16])[CH3:15])[C:2]1[CH:7]=[CH:6][CH:5]=[CH:4][CH:3]=1. Product: [CH2:1]([CH:8]([NH:31][C:32]([C:34]1[CH:43]=[N:42][C:41]2[C:36](=[CH:37][CH:38]=[CH:39][CH:40]=2)[N:35]=1)=[O:33])[CH:9]([OH:23])[CH2:10][CH:11]([C:18]1[O:19][CH2:20][CH2:21][N:22]=1)[CH2:12][CH2:13][C:14]([F:17])([CH3:16])[CH3:15])[C:2]1[CH:7]=[CH:6][CH:5]=[CH:4][CH:3]=1. The catalyst class is: 7.